Task: Predict the reactants needed to synthesize the given product.. Dataset: Full USPTO retrosynthesis dataset with 1.9M reactions from patents (1976-2016) (1) Given the product [C:20]([C:6]1[C:7]2[C:12](=[CH:11][C:10]([O:13][CH3:14])=[CH:9][CH:8]=2)[N:4]([CH:1]2[CH2:3][CH2:2]2)[CH:5]=1)#[N:19], predict the reactants needed to synthesize it. The reactants are: [CH:1]1([N:4]2[C:12]3[C:7](=[CH:8][CH:9]=[C:10]([O:13][CH3:14])[CH:11]=3)[CH:6]=[CH:5]2)[CH2:3][CH2:2]1.ClS([N:19]=[C:20]=O)(=O)=O. (2) Given the product [C:26]([C:10]1[CH:11]=[C:12]([C:22]([O:24][CH3:25])=[O:23])[CH:13]=[C:14]([C:15]2[CH:20]=[CH:19][C:18]([CH3:21])=[CH:17][CH:16]=2)[C:9]=1[OH:8])([CH3:29])([CH3:27])[CH3:28], predict the reactants needed to synthesize it. The reactants are: C([O:8][C:9]1[C:14]([C:15]2[CH:20]=[CH:19][C:18]([CH3:21])=[CH:17][CH:16]=2)=[CH:13][C:12]([C:22]([O:24][CH3:25])=[O:23])=[CH:11][C:10]=1[C:26]([CH3:29])([CH3:28])[CH3:27])C1C=CC=CC=1.C[Si](I)(C)C.